Dataset: Reaction yield outcomes from USPTO patents with 853,638 reactions. Task: Predict the reaction yield, written as a fraction of the theoretical maximum amount of product (1.0 means a 100% yield; for example, 0.34 means a 34% yield). The reactants are CC(O)=O.Cl[C:6]1[N:7]=[N:8][CH:9]=[C:10]([Cl:13])[C:11]=1[NH2:12].[CH:14]([NH2:17])([CH3:16])[CH3:15]. The catalyst is CO. The product is [Cl:13][C:10]1[C:11]([NH2:12])=[C:6]([NH:17][CH:14]([CH3:16])[CH3:15])[N:7]=[N:8][CH:9]=1. The yield is 0.740.